This data is from NCI-60 drug combinations with 297,098 pairs across 59 cell lines. The task is: Regression. Given two drug SMILES strings and cell line genomic features, predict the synergy score measuring deviation from expected non-interaction effect. Drug 1: CC12CCC3C(C1CCC2=O)CC(=C)C4=CC(=O)C=CC34C. Drug 2: C1CNP(=O)(OC1)N(CCCl)CCCl. Cell line: IGROV1. Synergy scores: CSS=34.0, Synergy_ZIP=0.633, Synergy_Bliss=1.00, Synergy_Loewe=-25.6, Synergy_HSA=-0.828.